Predict the reaction yield, written as a fraction of the theoretical maximum amount of product (1.0 means a 100% yield; for example, 0.34 means a 34% yield). From a dataset of Reaction yield outcomes from USPTO patents with 853,638 reactions. (1) The reactants are [OH:1][CH:2]1[CH2:7][CH2:6][CH2:5][CH2:4][CH:3]1[NH:8][S:9]([CH:12]([CH3:14])[CH3:13])(=[O:11])=[O:10].C(N(CC)CC)C.O. The catalyst is C(Cl)Cl. The product is [CH3:14][CH:12]([S:9]([NH:8][CH:3]1[CH2:4][CH2:5][CH2:6][CH2:7][C:2]1=[O:1])(=[O:11])=[O:10])[CH3:13]. The yield is 0.820. (2) The reactants are [Br:1][C:2]1[CH:7]=[CH:6][C:5]([OH:8])=[C:4]([F:9])[C:3]=1[F:10].C(=O)([O-])[O-].[K+].[K+].[CH3:17][C:18]([CH3:20])=[O:19]. No catalyst specified. The product is [Br:1][C:2]1[CH:7]=[CH:6][C:5]([O:8][CH2:17][CH:18]2[CH2:20][O:19]2)=[C:4]([F:9])[C:3]=1[F:10]. The yield is 0.710. (3) The reactants are C[O:2][C:3]([C:5]1[C:13]2[C:8](=[CH:9][CH:10]=[C:11]([F:14])[CH:12]=2)[N:7]([NH:15][C:16]([C:18]2[C:19]([CH3:30])=[N:20][C:21]([C:24]3[CH:29]=[CH:28][CH:27]=[CH:26][N:25]=3)=[N:22][CH:23]=2)=[O:17])[CH:6]=1)=[O:4].[OH-].[K+]. The catalyst is CO.O.CCOC(C)=O. The product is [F:14][C:11]1[CH:12]=[C:13]2[C:8](=[CH:9][CH:10]=1)[N:7]([NH:15][C:16]([C:18]1[C:19]([CH3:30])=[N:20][C:21]([C:24]3[CH:29]=[CH:28][CH:27]=[CH:26][N:25]=3)=[N:22][CH:23]=1)=[O:17])[CH:6]=[C:5]2[C:3]([OH:4])=[O:2]. The yield is 0.190. (4) The reactants are [O:1]1[CH:5]=[CH:4][CH:3]=[C:2]1[C:6]1[N:10]([C:11]2[CH:16]=[CH:15][C:14]([O:17][CH3:18])=[CH:13][CH:12]=2)[N:9]=[C:8]([C:19]([NH2:21])=O)[CH:7]=1.N1C=CC=CC=1.O1CCOCC1.FC(F)(F)C(OC(=O)C(F)(F)F)=O. The catalyst is C(OCC)(=O)C.O. The product is [O:1]1[CH:5]=[CH:4][CH:3]=[C:2]1[C:6]1[N:10]([C:11]2[CH:16]=[CH:15][C:14]([O:17][CH3:18])=[CH:13][CH:12]=2)[N:9]=[C:8]([C:19]#[N:21])[CH:7]=1. The yield is 0.740. (5) The yield is 0.260. The reactants are [NH:1]1[C:9]2[C:4](=[CH:5][C:6]([C:10]3[NH:11][C:12]4[N:13]([N:17]=[CH:18][C:19]=4[C:20]([NH:22][CH2:23][C:24]#[CH:25])=[O:21])[C:14](=[O:16])[CH:15]=3)=[CH:7][CH:8]=2)[CH:3]=[N:2]1.[H-].[Na+]. The product is [NH:1]1[C:9]2[C:4](=[CH:5][C:6]([C:10]3[NH:11][C:12]4[N:13]([N:17]=[CH:18][C:19]=4[C:20]4[O:21][C:24]([CH3:25])=[CH:23][N:22]=4)[C:14](=[O:16])[CH:15]=3)=[CH:7][CH:8]=2)[CH:3]=[N:2]1. The catalyst is CS(C)=O. (6) The reactants are [CH:1]([N:14]1[C:22]2[C:17](=[CH:18][CH:19]=[C:20]([Cl:23])[CH:21]=2)[CH:16]=[C:15]1[CH:24]=O)([C:8]1[CH:13]=[CH:12][CH:11]=[CH:10][CH:9]=1)[C:2]1[CH:7]=[CH:6][CH:5]=[CH:4][CH:3]=1.[N+:26]([CH3:29])([O-:28])=[O:27]. The catalyst is CCOC(C)=O. The product is [CH:1]([N:14]1[C:22]2[C:17](=[CH:18][CH:19]=[C:20]([Cl:23])[CH:21]=2)[CH:16]=[C:15]1[CH:24]=[CH:29][N+:26]([O-:28])=[O:27])([C:8]1[CH:13]=[CH:12][CH:11]=[CH:10][CH:9]=1)[C:2]1[CH:7]=[CH:6][CH:5]=[CH:4][CH:3]=1. The yield is 0.480. (7) The reactants are [CH3:1][O-:2].[Na+].Br[CH2:5][C:6]1[CH:14]=[CH:13][C:9]([C:10]([OH:12])=[O:11])=[CH:8][C:7]=1[N+:15]([O-:17])=[O:16]. The catalyst is CO. The product is [CH3:1][O:2][CH2:5][C:6]1[CH:14]=[CH:13][C:9]([C:10]([OH:12])=[O:11])=[CH:8][C:7]=1[N+:15]([O-:17])=[O:16]. The yield is 0.729.